Dataset: Full USPTO retrosynthesis dataset with 1.9M reactions from patents (1976-2016). Task: Predict the reactants needed to synthesize the given product. (1) Given the product [F:31][C:28]1[CH:29]=[CH:30][C:25]([CH2:24][N:11]2[C:12]3[C:17](=[CH:16][CH:15]=[CH:14][CH:13]=3)[C:18]3[CH2:19][C@@H:20]([CH2:21][OH:22])[N:8]([C:6]([O:5][C:1]([CH3:4])([CH3:2])[CH3:3])=[O:7])[CH2:9][C:10]2=3)=[CH:26][CH:27]=1, predict the reactants needed to synthesize it. The reactants are: [C:1]([O:5][C:6]([N:8]1[C@H:20]([C:21](O)=[O:22])[CH2:19][C:18]2[C:17]3[C:12](=[CH:13][CH:14]=[CH:15][CH:16]=3)[N:11]([CH2:24][C:25]3[CH:30]=[CH:29][C:28]([F:31])=[CH:27][CH:26]=3)[C:10]=2[CH2:9]1)=[O:7])([CH3:4])([CH3:3])[CH3:2].CSC. (2) Given the product [CH2:1]([N:5]1[CH2:11][CH2:10][C:9](=[O:12])[N:8]([CH3:18])[C:7]2[CH:13]=[N:14][C:15]([Cl:17])=[N:16][C:6]1=2)[CH2:2][CH2:3][CH3:4], predict the reactants needed to synthesize it. The reactants are: [CH2:1]([N:5]1[CH2:11][CH2:10][C:9](=[O:12])[NH:8][C:7]2[CH:13]=[N:14][C:15]([Cl:17])=[N:16][C:6]1=2)[CH2:2][CH2:3][CH3:4].[CH3:18]N(C)C(=O)C.IC.[H-].[Na+]. (3) Given the product [F:31][C:32]([F:37])([F:36])[C:33]([OH:35])=[O:34].[CH3:29][C:25]1([CH3:30])[CH2:24][NH:23][CH2:28][CH2:27][N:26]1[C:13]([C:10]1[N:11]=[N:12][N:8]([C:4]2[CH:5]=[CH:6][CH:7]=[C:2]([F:1])[CH:3]=2)[N:9]=1)=[O:15], predict the reactants needed to synthesize it. The reactants are: [F:1][C:2]1[CH:3]=[C:4]([N:8]2[N:12]=[N:11][C:10]([C:13]([OH:15])=O)=[N:9]2)[CH:5]=[CH:6][CH:7]=1.C(OC([N:23]1[CH2:28][CH2:27][NH:26][C:25]([CH3:30])([CH3:29])[CH2:24]1)=O)(C)(C)C.[F:31][C:32]([F:37])([F:36])[C:33]([OH:35])=[O:34].CC1(C)CNCCN1C(C1N=CN(C2C=CC=CC=2)N=1)=O. (4) Given the product [CH3:6][N:7]1[C@@H:24]2[CH2:25][C:12]3=[CH:13][CH:14]=[C:15]([O:3][S:2]([OH:5])(=[O:1])=[O:4])[C:16]4[O:17][C@H:18]5[C:19]([CH2:21][CH2:22][C@@H:23]2[C@:10]5([C:11]=43)[CH2:9][CH2:8]1)=[O:20], predict the reactants needed to synthesize it. The reactants are: [OH:1][S:2]([OH:5])(=[O:4])=[O:3].[CH3:6][N:7]1[C@@H:24]2[CH2:25][C:12]3=[CH:13][CH:14]=[C:15](O)[C:16]4[O:17][C@H:18]5[C:19]([CH2:21][CH2:22][C@@H:23]2[C@:10]5([C:11]=43)[CH2:9][CH2:8]1)=[O:20].C(#N)C.[OH-].[Na+]. (5) The reactants are: [CH:1]([C:3]([C:5]1[CH:10]=[CH:9][C:8]([OH:11])=[CH:7][CH:6]=1)=[O:4])=[CH2:2].[CH2:12]([C:19]1[CH:24]=[CH:23][C:22]([C:25]2[CH:30]=[CH:29][C:28]([C:31](O)=[O:32])=[CH:27][CH:26]=2)=[CH:21][CH:20]=1)[CH2:13][CH2:14][CH2:15][CH2:16][CH2:17][CH3:18].C1CCC(N=C=NC2CCCCC2)CC1. Given the product [CH:1]([C:3]([C:5]1[CH:6]=[CH:7][C:8]([O:11][C:31]([C:28]2[CH:27]=[CH:26][C:25]([C:22]3[CH:23]=[CH:24][C:19]([CH2:12][CH2:13][CH2:14][CH2:15][CH2:16][CH2:17][CH3:18])=[CH:20][CH:21]=3)=[CH:30][CH:29]=2)=[O:32])=[CH:9][CH:10]=1)=[O:4])=[CH2:2], predict the reactants needed to synthesize it. (6) Given the product [C:1]([NH:4][C:5]1[S:6][C:7]2[CH:13]=[CH:12][CH:11]=[C:10]([O:14][C:15]3[N:20]=[CH:19][N:18]=[C:17]([C:21]4[CH:26]=[CH:25][C:24]([C:27]([F:29])([F:30])[F:28])=[CH:23][C:22]=4[NH:31][C:32]([CH:34]4[CH2:39][CH2:38][CH2:37][CH2:36][N:35]4[CH2:43][CH:40]4[CH2:42][CH2:41]4)=[O:33])[CH:16]=3)[C:8]=2[N:9]=1)(=[O:3])[CH3:2], predict the reactants needed to synthesize it. The reactants are: [C:1]([NH:4][C:5]1[S:6][C:7]2[CH:13]=[CH:12][CH:11]=[C:10]([O:14][C:15]3[N:20]=[CH:19][N:18]=[C:17]([C:21]4[CH:26]=[CH:25][C:24]([C:27]([F:30])([F:29])[F:28])=[CH:23][C:22]=4[NH:31][C:32]([CH:34]4[CH2:39][CH2:38][CH2:37][CH2:36][NH:35]4)=[O:33])[CH:16]=3)[C:8]=2[N:9]=1)(=[O:3])[CH3:2].[CH:40]1([CH:43]=O)[CH2:42][CH2:41]1. (7) Given the product [F:1][C:2]1[CH:7]=[CH:6][CH:5]=[C:4]([F:8])[C:3]=1[N:9]1[C:14]2[N:15]=[C:16]([O:27][CH2:28][CH2:29][NH2:30])[N:17]=[C:18]([C:19]3[CH:24]=[CH:23][C:22]([F:25])=[CH:21][C:20]=3[CH3:26])[C:13]=2[CH:12]=[CH:11][C:10]1=[O:38], predict the reactants needed to synthesize it. The reactants are: [F:1][C:2]1[CH:7]=[CH:6][CH:5]=[C:4]([F:8])[C:3]=1[N:9]1[C:14]2[N:15]=[C:16]([O:27][CH2:28][CH2:29][NH:30]C(OC(C)(C)C)=O)[N:17]=[C:18]([C:19]3[CH:24]=[CH:23][C:22]([F:25])=[CH:21][C:20]=3[CH3:26])[C:13]=2[CH:12]=[CH:11][C:10]1=[O:38].C(O)(C(F)(F)F)=O. (8) Given the product [OH:14][C:15]([C:30]1[S:31][CH:32]=[CH:33][CH:34]=1)([C:35]1[S:36][CH:37]=[CH:38][CH:39]=1)[C:16]([O:18][C@H:19]1[CH2:20][CH2:21][C@H:22]([N:25]([CH2:27][CH2:28][NH:29][C:9](=[O:11])[CH2:8][O:7][C:6]2[CH:5]=[CH:4][C:3]([CH2:2][OH:1])=[CH:13][CH:12]=2)[CH3:26])[CH2:23][CH2:24]1)=[O:17], predict the reactants needed to synthesize it. The reactants are: [OH:1][CH2:2][C:3]1[CH:13]=[CH:12][C:6]([O:7][CH2:8][C:9]([OH:11])=O)=[CH:5][CH:4]=1.[OH:14][C:15]([C:35]1[S:36][CH:37]=[CH:38][CH:39]=1)([C:30]1[S:31][CH:32]=[CH:33][CH:34]=1)[C:16]([O:18][C@H:19]1[CH2:24][CH2:23][C@H:22]([N:25]([CH2:27][CH2:28][NH2:29])[CH3:26])[CH2:21][CH2:20]1)=[O:17].CN(C(ON1N=NC2C=CC=CC1=2)=[N+](C)C)C.F[P-](F)(F)(F)(F)F.CCN(C(C)C)C(C)C. (9) Given the product [NH2:11][C:10]1[N:21]([C:18]2[CH:19]=[CH:20][C:15]([F:14])=[CH:16][CH:17]=2)[N:22]=[CH:6][C:5]=1[C:4]([O:3][CH2:1][CH3:2])=[O:12], predict the reactants needed to synthesize it. The reactants are: [CH2:1]([O:3][C:4](=[O:12])[C:5]([C:10]#[N:11])=[CH:6]OCC)[CH3:2].Cl.[F:14][C:15]1[CH:20]=[CH:19][C:18]([NH:21][NH2:22])=[CH:17][CH:16]=1.C([O-])(=O)C.[Na+].